From a dataset of Peptide-MHC class I binding affinity with 185,985 pairs from IEDB/IMGT. Regression. Given a peptide amino acid sequence and an MHC pseudo amino acid sequence, predict their binding affinity value. This is MHC class I binding data. (1) The peptide sequence is AMLKSKNINI. The MHC is HLA-A68:02 with pseudo-sequence HLA-A68:02. The binding affinity (normalized) is 0.218. (2) The peptide sequence is FMRFAFLSM. The MHC is BoLA-AW10 with pseudo-sequence BoLA-AW10. The binding affinity (normalized) is 0.0641. (3) The peptide sequence is FPVTPQVPLR. The MHC is HLA-A02:03 with pseudo-sequence HLA-A02:03. The binding affinity (normalized) is 0. (4) The peptide sequence is IRGKMTLTE. The MHC is Mamu-B08 with pseudo-sequence Mamu-B08. The binding affinity (normalized) is 0.110. (5) The peptide sequence is LDKGKLWHL. The MHC is HLA-B07:02 with pseudo-sequence HLA-B07:02. The binding affinity (normalized) is 0.0847.